This data is from CYP1A2 inhibition data for predicting drug metabolism from PubChem BioAssay. The task is: Regression/Classification. Given a drug SMILES string, predict its absorption, distribution, metabolism, or excretion properties. Task type varies by dataset: regression for continuous measurements (e.g., permeability, clearance, half-life) or binary classification for categorical outcomes (e.g., BBB penetration, CYP inhibition). Dataset: cyp1a2_veith. (1) The drug is Cn1c(=O)c2c(ncn2CC(COCc2ccccc2Cl)OCc2ccccc2Cl)n(C)c1=O. The result is 0 (non-inhibitor). (2) The drug is O=C(CSc1ccccc1)Nc1ccc(N2CCN(c3ccccc3)CC2)c(F)c1. The result is 0 (non-inhibitor). (3) The compound is CCc1cc2c(nc1CC)CCN(CC/C(C)=N/OC[C@@H](O)[C@@H]1O[C@@H]3OC(C)(C)O[C@@H]3[C@H]1O)C2. The result is 0 (non-inhibitor). (4) The molecule is N#Cc1cccc(-c2nc3cnc(Oc4cccc(Cl)c4)nc3n(C3CC3)c2=O)c1. The result is 1 (inhibitor). (5) The compound is CCn1c(SCC(=O)c2ccccc2)nnc1-c1cccs1. The result is 1 (inhibitor). (6) The molecule is Fc1ccc2nc3[nH]c4ccccc4c3nc2c1. The result is 1 (inhibitor).